This data is from Retrosynthesis with 50K atom-mapped reactions and 10 reaction types from USPTO. The task is: Predict the reactants needed to synthesize the given product. (1) Given the product NC(=O)C1CCc2ccc3ccccc3c2O1, predict the reactants needed to synthesize it. The reactants are: CCOC(=O)C1CCc2ccc3ccccc3c2O1.N. (2) Given the product COC(=O)C1(C)NCC2CCCCC21, predict the reactants needed to synthesize it. The reactants are: COC(=O)C1(C)C2CCCCC2CN1C(=O)OC(C)(C)C. (3) Given the product N#CCCn1nnnc1C(N)Cc1ccc(OCc2ccccc2)cc1, predict the reactants needed to synthesize it. The reactants are: CC(C)(C)OC(=O)NC(Cc1ccc(OCc2ccccc2)cc1)c1nnnn1CCC#N. (4) Given the product COc1ccc2oc(C(=O)C(C)(C)C)c(CC(=O)NCCC(C)(C)C)c2c1, predict the reactants needed to synthesize it. The reactants are: CC(C)(C)CCN.COc1ccc2oc(C(=O)C(C)(C)C)c(CC(=O)O)c2c1. (5) Given the product COCN(C(=O)Nc1ccc(Cl)cc1)C(=O)c1c(Cl)cccc1Cl, predict the reactants needed to synthesize it. The reactants are: COCCl.O=C(NC(=O)c1c(Cl)cccc1Cl)Nc1ccc(Cl)cc1. (6) Given the product CCOC(=O)N1CCC(=O)C(OCC)C1, predict the reactants needed to synthesize it. The reactants are: CCOC(=O)N1CCC(OC)(OC)C(OCC)C1. (7) Given the product O=C(c1cccc2cc[nH]c12)N1CCN(c2cccc(C(F)(F)F)c2)CC1, predict the reactants needed to synthesize it. The reactants are: FC(F)(F)c1cccc(N2CCNCC2)c1.O=C(O)c1cccc2cc[nH]c12. (8) Given the product CCOC(=O)c1nc(C#N)c2c(-c3ccc(F)cc3)noc2c1O, predict the reactants needed to synthesize it. The reactants are: CCOC(=O)c1nc(I)c2c(-c3ccc(F)cc3)noc2c1O.N#C[Cu].